Dataset: Reaction yield outcomes from USPTO patents with 853,638 reactions. Task: Predict the reaction yield, written as a fraction of the theoretical maximum amount of product (1.0 means a 100% yield; for example, 0.34 means a 34% yield). (1) The reactants are C[O:2][C:3]([C:5]1[N:6]=[CH:7][N:8]([C:10]2[CH:11]=[C:12]3[C:17](=[CH:18][C:19]=2[C:20]([F:23])([F:22])[F:21])[NH:16][C:15](=[O:24])[N:14]([NH:25][S:26]([CH3:29])(=[O:28])=[O:27])[C:13]3=[O:30])[CH:9]=1)=[O:4].[OH-].[Na+]. The catalyst is CN(C)C=O. The product is [CH3:29][S:26]([NH:25][N:14]1[C:13](=[O:30])[C:12]2[C:17](=[CH:18][C:19]([C:20]([F:21])([F:22])[F:23])=[C:10]([N:8]3[CH:9]=[C:5]([C:3]([OH:4])=[O:2])[N:6]=[CH:7]3)[CH:11]=2)[NH:16][C:15]1=[O:24])(=[O:28])=[O:27]. The yield is 0.870. (2) The product is [CH2:1]([O:8][C:9]([NH:11][C@H:12]1[CH2:16][CH2:15][N:14]([C@H:17]2[CH2:22][CH2:21][C@@H:20]([NH:33][C:29]([CH3:32])([CH3:31])[CH3:30])[CH2:19][C@H:18]2[C:24]([O:26][CH3:27])=[O:25])[C:13]1=[O:28])=[O:10])[C:2]1[CH:7]=[CH:6][CH:5]=[CH:4][CH:3]=1. The catalyst is CS(C)=O.CO. The reactants are [CH2:1]([O:8][C:9]([NH:11][C@H:12]1[CH2:16][CH2:15][N:14]([C@H:17]2[CH2:22][CH2:21][C:20](=O)[CH2:19][C@H:18]2[C:24]([O:26][CH3:27])=[O:25])[C:13]1=[O:28])=[O:10])[C:2]1[CH:7]=[CH:6][CH:5]=[CH:4][CH:3]=1.[C:29]([NH2:33])([CH3:32])([CH3:31])[CH3:30].[BH4-].[Na+].C([O-])(O)=O.[Na+]. The yield is 0.800. (3) The reactants are [N+:1]([CH2:3][C:4]([O:6][CH3:7])=[O:5])#[C-:2].[CH3:8][O:9][CH2:10][C:11]1[CH:12]=[C:13]([CH:17]=[CH:18][CH:19]=1)[C:14](Cl)=[O:15].C(N(CC)CC)C. The catalyst is C1COCC1.CN(C1C=CN=CC=1)C. The product is [CH3:8][O:9][CH2:10][C:11]1[CH:12]=[C:13]([C:14]2[O:15][CH:2]=[N:1][C:3]=2[C:4]([O:6][CH3:7])=[O:5])[CH:17]=[CH:18][CH:19]=1. The yield is 0.870. (4) The reactants are [F:1][C:2]1[C:3]([Sn](CCCC)(CCCC)CCCC)=[N:4][CH:5]=[CH:6][CH:7]=1.[Cl:21][C:22]1[N:23]=[N:24][C:25](Cl)=[CH:26][CH:27]=1. The catalyst is CN(C=O)C.[Cu]I.C1C=CC([P]([Pd]([P](C2C=CC=CC=2)(C2C=CC=CC=2)C2C=CC=CC=2)([P](C2C=CC=CC=2)(C2C=CC=CC=2)C2C=CC=CC=2)[P](C2C=CC=CC=2)(C2C=CC=CC=2)C2C=CC=CC=2)(C2C=CC=CC=2)C2C=CC=CC=2)=CC=1. The product is [Cl:21][C:22]1[N:23]=[N:24][C:25]([C:3]2[C:2]([F:1])=[CH:7][CH:6]=[CH:5][N:4]=2)=[CH:26][CH:27]=1. The yield is 0.400. (5) The reactants are CO[C:3](=[O:14])[C:4]1[C:9]([CH3:10])=[CH:8][C:7]([Br:11])=[CH:6][C:5]=1[CH2:12]Br.[Cl:15][C:16]1[CH:23]=[CH:22][C:19]([CH2:20][NH2:21])=[CH:18][CH:17]=1.C([O-])([O-])=O.[K+].[K+].C(OCC)(=O)C. The catalyst is C1(C)C=CC=CC=1.CCCCCC. The product is [Br:11][C:7]1[CH:6]=[C:5]2[C:4](=[C:9]([CH3:10])[CH:8]=1)[C:3](=[O:14])[N:21]([CH2:20][C:19]1[CH:22]=[CH:23][C:16]([Cl:15])=[CH:17][CH:18]=1)[CH2:12]2. The yield is 0.690.